Dataset: Full USPTO retrosynthesis dataset with 1.9M reactions from patents (1976-2016). Task: Predict the reactants needed to synthesize the given product. (1) The reactants are: [Br:1][C:2]1[CH:7]=[C:6]([O:8][CH2:9][C:10]2[CH:15]=[CH:14][C:13]([O:16][CH3:17])=[CH:12][CH:11]=2)[CH:5]=[C:4](Br)[CH:3]=1.[CH3:19][S-:20].[Na+].C[O-].[Na+]. Given the product [Br:1][C:2]1[CH:3]=[C:4]([S:20][CH3:19])[CH:5]=[C:6]([O:8][CH2:9][C:10]2[CH:15]=[CH:14][C:13]([O:16][CH3:17])=[CH:12][CH:11]=2)[CH:7]=1, predict the reactants needed to synthesize it. (2) Given the product [F:1][C:2]1[CH:3]=[C:4]([CH:22]=[CH:23][C:24]=1[F:25])[CH2:5][O:6][C:7]1[CH:16]=[C:15]2[C:10]([CH:11]=[C:12]([CH2:17][OH:18])[CH:13]=[N:14]2)=[N:9][CH:8]=1, predict the reactants needed to synthesize it. The reactants are: [F:1][C:2]1[CH:3]=[C:4]([CH:22]=[CH:23][C:24]=1[F:25])[CH2:5][O:6][C:7]1[CH:16]=[C:15]2[C:10]([CH:11]=[C:12]([C:17](OCC)=[O:18])[CH:13]=[N:14]2)=[N:9][CH:8]=1.OC1C=C2C(C=C(C(OCC)=O)C=N2)=NC=1.C([O-])([O-])=O.[Cs+].[Cs+].FC1C=C(C=CC=1F)CBr. (3) The reactants are: C([O:8][C:9]1[CH:14]=[CH:13][C:12]([F:15])=[CH:11][C:10]=1[C:16]1([NH:19][C:20]2[C:21](=[O:39])[N:22]([C:27]3[CH:28]=[C:29]([CH:34]=[C:35]([F:38])[C:36]=3[CH3:37])[C:30](OC)=[O:31])[CH:23]=[C:24](Br)[N:25]=2)[CH2:18][CH2:17]1)C1C=CC=CC=1.[CH:40]1([NH:43]C(=O)C2C=C(N3C=CN=C([NH:43][C:40]4(C5C=CC=CC=5O)[CH2:42][CH2:41]4)C3=O)C(C)=C(F)C=2)[CH2:42][CH2:41]1. Given the product [CH:40]1([NH:43][C:30](=[O:31])[C:29]2[CH:28]=[C:27]([N:22]3[CH:23]=[CH:24][N:25]=[C:20]([NH:19][C:16]4([C:10]5[CH:11]=[C:12]([F:15])[CH:13]=[CH:14][C:9]=5[OH:8])[CH2:17][CH2:18]4)[C:21]3=[O:39])[C:36]([CH3:37])=[C:35]([F:38])[CH:34]=2)[CH2:42][CH2:41]1, predict the reactants needed to synthesize it.